From a dataset of Forward reaction prediction with 1.9M reactions from USPTO patents (1976-2016). Predict the product of the given reaction. Given the reactants Br[C:2]1[CH:3]=[C:4]2[CH:14]=[N:13][N:12]([C:15]3[CH:20]=[CH:19][C:18]([F:21])=[CH:17][CH:16]=3)[C:5]2=[C:6]2[C:11]=1[CH:10]=[N:9][CH:8]=[CH:7]2.[CH:22]([C:24]1[CH:29]=[CH:28][C:27](B(O)O)=[CH:26][CH:25]=1)=[O:23], predict the reaction product. The product is: [F:21][C:18]1[CH:19]=[CH:20][C:15]([N:12]2[C:5]3=[C:6]4[C:11](=[C:2]([C:27]5[CH:28]=[CH:29][C:24]([CH:22]=[O:23])=[CH:25][CH:26]=5)[CH:3]=[C:4]3[CH:14]=[N:13]2)[CH:10]=[N:9][CH:8]=[CH:7]4)=[CH:16][CH:17]=1.